From a dataset of Forward reaction prediction with 1.9M reactions from USPTO patents (1976-2016). Predict the product of the given reaction. (1) Given the reactants [O:1]=[C:2]1[C:10](=[O:11])[C:9]2[C:4](=[CH:5][CH:6]=[C:7]([S:12](Cl)(=[O:14])=[O:13])[CH:8]=2)[NH:3]1.[CH3:16][N:17]1[CH2:22][CH2:21][N:20]([CH2:23][C@@H:24]2[CH2:28][CH2:27][CH2:26][NH:25]2)[CH2:19][CH2:18]1, predict the reaction product. The product is: [CH3:16][N:17]1[CH2:18][CH2:19][N:20]([CH2:23][C@@H:24]2[CH2:28][CH2:27][CH2:26][N:25]2[S:12]([C:7]2[CH:8]=[C:9]3[C:4](=[CH:5][CH:6]=2)[NH:3][C:2](=[O:1])[C:10]3=[O:11])(=[O:14])=[O:13])[CH2:21][CH2:22]1. (2) Given the reactants [C:1]([O:5][C:6]([N:8]1[C:16]2[C:11](=[C:12]([CH3:18])[C:13]([OH:17])=[CH:14][CH:15]=2)[CH2:10][CH2:9]1)=[O:7])([CH3:4])([CH3:3])[CH3:2].C(=O)([O-])[O-].[K+].[K+].Cl[CH2:26][C:27]1[CH:32]=[CH:31][C:30]([CH:33]2[CH2:35][CH2:34]2)=[C:29]([C:36]([F:39])([F:38])[F:37])[CH:28]=1, predict the reaction product. The product is: [C:1]([O:5][C:6]([N:8]1[C:16]2[C:11](=[C:12]([CH3:18])[C:13]([O:17][CH2:26][C:27]3[CH:32]=[CH:31][C:30]([CH:33]4[CH2:34][CH2:35]4)=[C:29]([C:36]([F:37])([F:38])[F:39])[CH:28]=3)=[CH:14][CH:15]=2)[CH2:10][CH2:9]1)=[O:7])([CH3:4])([CH3:3])[CH3:2]. (3) Given the reactants [NH2:1][C:2]1[CH:3]=[C:4]([C:9]([F:12])([F:11])[F:10])[CH:5]=[C:6](Br)[CH:7]=1.[CH3:13][O:14][C:15]1[CH:20]=[CH:19][C:18](B(O)O)=[CH:17][CH:16]=1, predict the reaction product. The product is: [CH3:13][O:14][C:15]1[CH:20]=[CH:19][C:18]([C:6]2[CH:5]=[C:4]([C:9]([F:12])([F:11])[F:10])[CH:3]=[C:2]([NH2:1])[CH:7]=2)=[CH:17][CH:16]=1. (4) The product is: [CH2:30]([O:37][C:38]1[CH:43]=[CH:42][C:41]([C:44]2[C:45]([C:46]3[CH:51]=[CH:50][N:49]=[CH:48][CH:47]=3)=[CH:8][NH:9][N:10]=2)=[C:40]([F:53])[CH:39]=1)[C:31]1[CH:36]=[CH:35][CH:34]=[CH:33][CH:32]=1. Given the reactants N1C=CC(C2[C:8](C3C=CC(OCC4C=CC5C(=CC=CC=5)N=4)=CC=3)=[N:9][NH:10]C=2)=CC=1.[CH2:30]([O:37][C:38]1[CH:43]=[CH:42][C:41]([C:44](=O)[CH2:45][C:46]2[CH:51]=[CH:50][N:49]=[CH:48][CH:47]=2)=[C:40]([F:53])[CH:39]=1)[C:31]1[CH:36]=[CH:35][CH:34]=[CH:33][CH:32]=1, predict the reaction product. (5) The product is: [CH:32]1([C:17]2[CH:22]=[C:21]([N:12]3[CH2:13][CH2:14][N:10]([C:5]4[CH:6]=[N:7][CH:8]=[CH:9][C:4]=4[CH:1]4[CH2:3][CH2:2]4)[C:11]3=[O:15])[CH:20]=[C:19]([C:24]([F:27])([F:26])[F:25])[N:18]=2)[CH2:33][CH2:28]1. Given the reactants [CH:1]1([C:4]2[CH:9]=[CH:8][N:7]=[CH:6][C:5]=2[N:10]2[CH2:14][CH2:13][NH:12][C:11]2=[O:15])[CH2:3][CH2:2]1.Cl[C:17]1[CH:22]=[C:21](I)[CH:20]=[C:19]([C:24]([F:27])([F:26])[F:25])[N:18]=1.[C@@H:28]1(N)[CH2:33][CH2:32]CC[C@H]1N.P([O-])([O-])([O-])=O.[K+].[K+].[K+], predict the reaction product. (6) The product is: [C:11]([C:10]1[CH:16]=[C:17]([NH2:18])[N:7]([C:3]2[CH:2]=[C:1]([CH3:9])[CH:6]=[CH:5][CH:4]=2)[N:8]=1)([CH3:14])([CH3:13])[CH3:12]. Given the reactants [C:1]1([CH3:9])[CH:6]=[CH:5][CH:4]=[C:3]([NH:7][NH2:8])[CH:2]=1.[C:10]([CH2:16][C:17]#[N:18])(=O)[C:11]([CH3:14])([CH3:13])[CH3:12], predict the reaction product.